This data is from Human intestinal absorption (HIA) binary classification data from Hou et al.. The task is: Regression/Classification. Given a drug SMILES string, predict its absorption, distribution, metabolism, or excretion properties. Task type varies by dataset: regression for continuous measurements (e.g., permeability, clearance, half-life) or binary classification for categorical outcomes (e.g., BBB penetration, CYP inhibition). Dataset: hia_hou. (1) The compound is Oc1ccc([C@H](O)[C@@H]2CCCCN2)cc1O. The result is 1 (good absorption). (2) The drug is COc1ccc(Cc2nccc3cc(OC)c(OC)cc23)cc1OC. The result is 1 (good absorption). (3) The drug is C#C[C@@]1(O)CC[C@@H]2[C@H]3[C@@H](C)CC4=C(CCC(=O)C4)[C@@H]3CC[C@@]21C. The result is 1 (good absorption). (4) The drug is COc1ccc2cc(CCC(C)=O)ccc2c1. The result is 1 (good absorption).